From a dataset of Peptide-MHC class I binding affinity with 185,985 pairs from IEDB/IMGT. Regression. Given a peptide amino acid sequence and an MHC pseudo amino acid sequence, predict their binding affinity value. This is MHC class I binding data. (1) The binding affinity (normalized) is 0.154. The peptide sequence is MPSVIEKMET. The MHC is HLA-B51:01 with pseudo-sequence HLA-B51:01. (2) The peptide sequence is SVMSTFFWE. The MHC is HLA-A29:02 with pseudo-sequence HLA-A29:02. The binding affinity (normalized) is 0.0847. (3) The peptide sequence is PQDNQLAYV. The MHC is HLA-A02:06 with pseudo-sequence HLA-A02:06. The binding affinity (normalized) is 0.527. (4) The peptide sequence is AEIESATLF. The MHC is HLA-A69:01 with pseudo-sequence HLA-A69:01. The binding affinity (normalized) is 0.0847. (5) The peptide sequence is KLFCQLAKV. The MHC is HLA-A02:01 with pseudo-sequence HLA-A02:01. The binding affinity (normalized) is 0.576. (6) The peptide sequence is VTENKKIQY. The binding affinity (normalized) is 0.0847. The MHC is HLA-A26:01 with pseudo-sequence HLA-A26:01. (7) The MHC is HLA-B54:01 with pseudo-sequence HLA-B54:01. The binding affinity (normalized) is 0.769. The peptide sequence is APVSIINNA. (8) The peptide sequence is VNPTLLFLKV. The MHC is HLA-A68:02 with pseudo-sequence HLA-A68:02. The binding affinity (normalized) is 0.706. (9) The peptide sequence is YPKFHRSAM. The MHC is HLA-B35:01 with pseudo-sequence HLA-B35:01. The binding affinity (normalized) is 0.898.